This data is from Catalyst prediction with 721,799 reactions and 888 catalyst types from USPTO. The task is: Predict which catalyst facilitates the given reaction. (1) Reactant: [N:1]1[N:2]([C:6]2[CH:12]=[CH:11][C:9](N)=[CH:8][CH:7]=2)[N:3]=[N:4][CH:5]=1.S(=O)(=O)(O)[OH:14].N([O-])=O.[Na+]. Product: [N:1]1[N:2]([C:6]2[CH:12]=[CH:11][C:9]([OH:14])=[CH:8][CH:7]=2)[N:3]=[N:4][CH:5]=1. The catalyst class is: 6. (2) Reactant: COCCO[AlH2-]OCCOC.[Na+].[CH2:13]([O:20][C@:21]1([CH3:44])[C@H:25]([O:26][CH2:27][C:28]2[CH:33]=[CH:32][CH:31]=[CH:30][CH:29]=2)[C@@H:24]([CH2:34][O:35][CH2:36][C:37]2[CH:42]=[CH:41][CH:40]=[CH:39][CH:38]=2)[O:23][C:22]1=[O:43])[C:14]1[CH:19]=[CH:18][CH:17]=[CH:16][CH:15]=1.C(OCC)(=O)C. The catalyst class is: 345. Product: [CH2:13]([O:20][C@:21]1([CH3:44])[C@H:25]([O:26][CH2:27][C:28]2[CH:33]=[CH:32][CH:31]=[CH:30][CH:29]=2)[C@@H:24]([CH2:34][O:35][CH2:36][C:37]2[CH:38]=[CH:39][CH:40]=[CH:41][CH:42]=2)[O:23][CH:22]1[OH:43])[C:14]1[CH:19]=[CH:18][CH:17]=[CH:16][CH:15]=1. (3) Reactant: [C:1]([C:3]1[CH:4]=[C:5]2[C:9](=[CH:10][CH:11]=1)[NH:8][C:7](=[O:12])[C@@:6]2([NH:22][C:23]([N:25]1[CH2:44][C:27]2([CH2:30][N:29]([CH:31]3[CH2:36][CH2:35][N:34](C(OC(C)(C)C)=O)[CH2:33][CH2:32]3)[CH2:28]2)[CH2:26]1)=[O:24])[C:13]1[C:14]([O:19][CH2:20][CH3:21])=[N:15][CH:16]=[CH:17][CH:18]=1)#[N:2].[C:45]([OH:51])([C:47]([F:50])([F:49])[F:48])=[O:46]. Product: [F:48][C:47]([F:50])([F:49])[C:45]([OH:51])=[O:46].[F:48][C:47]([F:50])([F:49])[C:45]([OH:51])=[O:46].[C:1]([C:3]1[CH:4]=[C:5]2[C:9](=[CH:10][CH:11]=1)[NH:8][C:7](=[O:12])[C@@:6]2([NH:22][C:23]([N:25]1[CH2:44][C:27]2([CH2:30][N:29]([CH:31]3[CH2:32][CH2:33][NH:34][CH2:35][CH2:36]3)[CH2:28]2)[CH2:26]1)=[O:24])[C:13]1[C:14]([O:19][CH2:20][CH3:21])=[N:15][CH:16]=[CH:17][CH:18]=1)#[N:2]. The catalyst class is: 2. (4) Reactant: Cl[C:2]1[N:7]=[CH:6][C:5]([B:8]([OH:10])[OH:9])=[CH:4][N:3]=1.[NH:11]1[CH2:16][CH2:15][CH:14]([C:17]([OH:19])=[O:18])[CH2:13][CH2:12]1.C(N(CC)CC)C. Product: [OH:9][B:8]([OH:10])[C:5]1[CH:4]=[N:3][C:2]([N:11]2[CH2:16][CH2:15][CH:14]([C:17]([OH:19])=[O:18])[CH2:13][CH2:12]2)=[N:7][CH:6]=1. The catalyst class is: 14.